Dataset: Peptide-MHC class I binding affinity with 185,985 pairs from IEDB/IMGT. Task: Regression. Given a peptide amino acid sequence and an MHC pseudo amino acid sequence, predict their binding affinity value. This is MHC class I binding data. (1) The MHC is HLA-A02:19 with pseudo-sequence HLA-A02:19. The peptide sequence is MLDPRFVKQ. The binding affinity (normalized) is 0.0847. (2) The peptide sequence is LEQTTNQQAEL. The MHC is Mamu-A11 with pseudo-sequence Mamu-A11. The binding affinity (normalized) is 0.185. (3) The peptide sequence is RFIIFLFILL. The MHC is HLA-A68:01 with pseudo-sequence HLA-A68:01. The binding affinity (normalized) is 0.199. (4) The peptide sequence is FRYMNSQGL. The MHC is HLA-C06:02 with pseudo-sequence HLA-C06:02. The binding affinity (normalized) is 0.936.